This data is from Full USPTO retrosynthesis dataset with 1.9M reactions from patents (1976-2016). The task is: Predict the reactants needed to synthesize the given product. (1) Given the product [Cl:31][C:26]1[CH:27]=[CH:28][CH:29]=[CH:30][C:25]=1[C@H:2]([C:3]1[S:4][C:5]2[C:11]([C:12]3[CH:17]=[C:16]([C@:18]([OH:24])([CH3:23])[C:19]([F:20])([F:21])[F:22])[CH:15]=[CH:14][N:13]=3)=[CH:10][CH:9]=[CH:8][C:6]=2[CH:7]=1)[NH:1][S:43]([C:41]1[CH:40]=[CH:39][C:38]2[O:32][CH2:33][CH2:34][CH2:35][O:36][C:37]=2[CH:42]=1)(=[O:44])=[O:45], predict the reactants needed to synthesize it. The reactants are: [NH2:1][C@H:2]([C:25]1[CH:30]=[CH:29][CH:28]=[CH:27][C:26]=1[Cl:31])[C:3]1[S:4][C:5]2[C:11]([C:12]3[CH:17]=[C:16]([C@:18]([OH:24])([CH3:23])[C:19]([F:22])([F:21])[F:20])[CH:15]=[CH:14][N:13]=3)=[CH:10][CH:9]=[CH:8][C:6]=2[CH:7]=1.[O:32]1[C:38]2[CH:39]=[CH:40][C:41]([S:43](Cl)(=[O:45])=[O:44])=[CH:42][C:37]=2[O:36][CH2:35][CH2:34][CH2:33]1.C(N(C(C)C)C(C)C)C. (2) The reactants are: [CH2:1]1[C:9]2[C:4](=[CH:5][CH:6]=[CH:7][CH:8]=2)[CH:3]=[CH:2]1.C([Li])CCC.Cl[CH2:16][C:17]1[CH:22]=[CH:21][CH:20]=[CH:19][CH:18]=1.O. Given the product [CH2:16]([CH:1]1[C:9]2[C:4](=[CH:5][CH:6]=[CH:7][CH:8]=2)[CH:3]=[CH:2]1)[C:17]1[CH:22]=[CH:21][CH:20]=[CH:19][CH:18]=1, predict the reactants needed to synthesize it. (3) Given the product [C:14]([C@H:8]1[O:7][C@@H:6]([N:16]2[CH:24]=[N:23][C:22]3[C:17]2=[N:18][CH:19]=[N:20][C:21]=3[NH:36][C@H:33]2[CH2:32][CH2:31][C@H:30]([O:29][CH:26]=[CH:27][CH3:28])[CH2:35][CH2:34]2)[C@H:5]([OH:4])[C@@H:9]1[OH:10])#[CH:15], predict the reactants needed to synthesize it. The reactants are: C([O:4][C@@H:5]1[C@H:9]([O:10]C(=O)C)[C@@H:8]([C:14]#[CH:15])[O:7][C@H:6]1[N:16]1[CH:24]=[N:23][C:22]2[C:17]1=[N:18][CH:19]=[N:20][C:21]=2Cl)(=O)C.[CH:26]([O:29][C@H:30]1[CH2:35][CH2:34][C@H:33]([NH2:36])[CH2:32][CH2:31]1)=[CH:27][CH3:28]. (4) Given the product [CH3:1][O:2][C:3](=[O:21])[CH2:4][N:5]([C:27]([C:26]1[CH:30]=[C:31]([C:33]([F:34])([F:35])[F:36])[N:32]=[C:24]([C:23]([F:38])([F:22])[F:37])[CH:25]=1)=[O:28])[C:6]1[CH:7]=[N:8][CH:9]=[CH:10][C:11]=1[C:12]1[CH:17]=[CH:16][C:15]([F:18])=[CH:14][C:13]=1[O:19][CH3:20], predict the reactants needed to synthesize it. The reactants are: [CH3:1][O:2][C:3](=[O:21])[CH2:4][NH:5][C:6]1[CH:7]=[N:8][CH:9]=[CH:10][C:11]=1[C:12]1[CH:17]=[CH:16][C:15]([F:18])=[CH:14][C:13]=1[O:19][CH3:20].[F:22][C:23]([F:38])([F:37])[C:24]1[CH:25]=[C:26]([CH:30]=[C:31]([C:33]([F:36])([F:35])[F:34])[N:32]=1)[C:27](O)=[O:28]. (5) Given the product [S:22]1[C:23]([C:2]2[CH:7]=[CH:6][C:5]([C:8]3[N:9]=[C:10]([CH:18]4[CH2:21][CH2:20][CH2:19]4)[N:11]4[CH:16]=[CH:15][N:14]=[C:13]([NH2:17])[C:12]=34)=[CH:4][CH:3]=2)=[CH:24][C:25]2[CH:30]=[CH:29][CH:28]=[CH:27][C:26]1=2, predict the reactants needed to synthesize it. The reactants are: Br[C:2]1[CH:7]=[CH:6][C:5]([C:8]2[N:9]=[C:10]([CH:18]3[CH2:21][CH2:20][CH2:19]3)[N:11]3[CH:16]=[CH:15][N:14]=[C:13]([NH2:17])[C:12]=23)=[CH:4][CH:3]=1.[S:22]1[C:26]2[CH:27]=[CH:28][CH:29]=[CH:30][C:25]=2[CH:24]=[C:23]1B(O)O.O1CCOCC1.O. (6) Given the product [F:1][C:2]1[CH:25]=[CH:24][CH:23]=[CH:22][C:3]=1[CH2:4][C:5]1[C:9]([C:10]([Cl:26])=[N:11][OH:12])=[CH:8][N:7]([CH2:13][C:14]2[CH:19]=[CH:18][C:17]([O:20][CH3:21])=[CH:16][CH:15]=2)[N:6]=1, predict the reactants needed to synthesize it. The reactants are: [F:1][C:2]1[CH:25]=[CH:24][CH:23]=[CH:22][C:3]=1[CH2:4][C:5]1[C:9]([CH:10]=[N:11][OH:12])=[CH:8][N:7]([CH2:13][C:14]2[CH:19]=[CH:18][C:17]([O:20][CH3:21])=[CH:16][CH:15]=2)[N:6]=1.[Cl:26]N1C(=O)CCC1=O. (7) Given the product [F:1][C@H:2]1[CH2:19][C@@:17]2([CH3:18])[C@@H:13]([CH2:14][CH2:15][C:16]2=[O:20])[C@H:12]2[C@H:3]1[C@@H:4]1[C:9](=[CH:10][CH2:11]2)[CH:8]=[C:7]([O:21][CH3:23])[CH2:6][CH2:5]1, predict the reactants needed to synthesize it. The reactants are: [F:1][C@H:2]1[CH2:19][C@@:17]2([CH3:18])[C@@H:13]([CH2:14][CH2:15][C:16]2=[O:20])[C@H:12]2[C@H:3]1[C@@H:4]1[C:9]([CH2:10][CH2:11]2)=[CH:8][C:7](=[O:21])[CH2:6][CH2:5]1.[NH+]1C=CC=C[CH:23]=1.C1(C)C=CC(S([O-])(=O)=O)=CC=1.C(N(CC)CC)C. (8) Given the product [C:15]1([C:2]2([CH2:3][N:4]3[C:12](=[O:13])[C:11]4[C:6](=[CH:7][CH:8]=[CH:9][CH:10]=4)[C:5]3=[O:14])[O:23][CH2:22][CH2:21][O:1]2)[CH:20]=[CH:19][CH:18]=[CH:17][CH:16]=1, predict the reactants needed to synthesize it. The reactants are: [O:1]=[C:2]([C:15]1[CH:20]=[CH:19][CH:18]=[CH:17][CH:16]=1)[CH2:3][N:4]1[C:12](=[O:13])[C:11]2[C:6](=[CH:7][CH:8]=[CH:9][CH:10]=2)[C:5]1=[O:14].[CH2:21](O)[CH2:22][OH:23].